Dataset: Forward reaction prediction with 1.9M reactions from USPTO patents (1976-2016). Task: Predict the product of the given reaction. (1) Given the reactants C([O:4][C:5]1[CH:6]=[C:7]([C:13]([C:15]2[C:21]3[CH:22]=[C:23]([O:30][CH3:31])[C:24]([O:28][CH3:29])=[C:25]([O:26][CH3:27])[C:20]=3[CH2:19][CH2:18][CH2:17][CH:16]=2)=[O:14])[CH:8]=[CH:9][C:10]=1[O:11][CH3:12])(C)C.[Al+3].[Cl-].[Cl-].[Cl-].[NH4+].[Cl-], predict the reaction product. The product is: [OH:4][C:5]1[CH:6]=[C:7]([C:13]([C:15]2[C:21]3[CH:22]=[C:23]([O:30][CH3:31])[C:24]([O:28][CH3:29])=[C:25]([O:26][CH3:27])[C:20]=3[CH2:19][CH2:18][CH2:17][CH:16]=2)=[O:14])[CH:8]=[CH:9][C:10]=1[O:11][CH3:12]. (2) Given the reactants [C:1]([OH:7])(=[O:6])[CH:2]=[CH:3][CH2:4][CH3:5].C(P(CC1C=CC=CC=1CP(C(C)(C)C)C(C)(C)C)C(C)(C)C)(C)(C)C.CS(O)(=O)=[O:36].COCCOCC[O:46][CH3:47], predict the reaction product. The product is: [C:47]([OH:46])(=[O:36])[CH2:5][CH2:4][CH2:3][CH2:2][C:1]([OH:7])=[O:6]. (3) Given the reactants FC1C=C[C:5](C)=[C:6]([CH:9]=1)[CH:7]=O.[CH3:11][Si:12]([CH3:19])([CH3:18])N[Si:12]([CH3:19])([CH3:18])[CH3:11].C([Li])CCC.C[Si](Cl)(C)C.[CH2:30]([N:32](CC)CC)[CH3:31].C(Cl)(=[O:39])C, predict the reaction product. The product is: [C:6]([CH:7]=[N:32][C:30]([O:39][Si:12]([CH3:19])([CH3:18])[CH3:11])=[CH2:31])([CH3:5])=[CH2:9]. (4) Given the reactants Br[C:2]1[CH:7]=[CH:6][CH:5]=[CH:4][N:3]=1.[CH:8]#[C:9][CH2:10][CH3:11], predict the reaction product. The product is: [C:8]([C:2]1[CH:7]=[CH:6][CH:5]=[CH:4][N:3]=1)#[C:9][CH2:10][CH3:11]. (5) Given the reactants [O-][N+:2]1[CH:7]=[CH:6][CH:5]=[C:4]([C:8](=[O:10])[CH3:9])[CH:3]=1.C(OC(=O)C)(=O)C.C(C1C(=O)NC=CC=1)(=O)C.C(C1C=CC(=O)NC=1)(=O)C.[O:38]=[C:39]1[CH2:44][CH2:43][N:42]([C:45]([O:47][C:48]([CH3:51])([CH3:50])[CH3:49])=[O:46])[CH2:41][CH2:40]1.N1CCCC1, predict the reaction product. The product is: [O:10]=[C:8]1[C:4]2[C:3](=[N:2][CH:7]=[CH:6][CH:5]=2)[O:38][C:39]2([CH2:40][CH2:41][N:42]([C:45]([O:47][C:48]([CH3:50])([CH3:49])[CH3:51])=[O:46])[CH2:43][CH2:44]2)[CH2:9]1. (6) Given the reactants [C@@H]12C[C@@H](CC1)C[C@@H]2OC1C(C2CC2)=CC(C(OC(C)(C)C)=O)=C(F)C=1.[C:26]12([CH2:36][O:37][C:38]3[C:50]([CH:51]4[CH2:53][C:52]4([F:55])[F:54])=[CH:49][C:41]([C:42]([O:44]C(C)(C)C)=[O:43])=[C:40]([F:56])[CH:39]=3)[CH2:35][CH:30]3[CH2:31][CH:32]([CH2:34][CH:28]([CH2:29]3)[CH2:27]1)[CH2:33]2, predict the reaction product. The product is: [C:26]12([CH2:36][O:37][C:38]3[C:50]([CH:51]4[CH2:53][C:52]4([F:54])[F:55])=[CH:49][C:41]([C:42]([OH:44])=[O:43])=[C:40]([F:56])[CH:39]=3)[CH2:35][CH:30]3[CH2:29][CH:28]([CH2:34][CH:32]([CH2:31]3)[CH2:33]1)[CH2:27]2. (7) Given the reactants [N+:1]([O:4][CH:5]([CH2:21][O:22][N+:23]([O-:25])=[O:24])[CH2:6][CH2:7][CH2:8][C:9]([O:11][C@@H:12]1[CH2:16][O:15][C@@H:14]2[C@H:17]([OH:20])[CH2:18][O:19][C@H:13]12)=[O:10])([O-:3])=[O:2].Cl[C:27]([O:29][CH:30]([Cl:32])[CH3:31])=[O:28].N1C=CC=CC=1, predict the reaction product. The product is: [N+:1]([O:4][CH:5]([CH2:21][O:22][N+:23]([O-:25])=[O:24])[CH2:6][CH2:7][CH2:8][C:9]([O:11][C@@H:12]1[CH2:16][O:15][C@@H:14]2[C@H:17]([O:20][C:27]([O:29][CH:30]([Cl:32])[CH3:31])=[O:28])[CH2:18][O:19][C@H:13]12)=[O:10])([O-:3])=[O:2]. (8) Given the reactants C([O:8][C:9](=[O:42])[CH2:10][C@@H:11]([NH:27][C:28](=[O:41])/[CH:29]=[CH:30]/[C:31]1[CH:36]=[C:35]([C:37]#[N:38])[CH:34]=[CH:33][C:32]=1[O:39][CH3:40])[CH2:12][N:13]1[CH2:18][CH2:17][CH:16]([O:19][C:20]2[CH:25]=[CH:24][C:23]([F:26])=[CH:22][CH:21]=2)[CH2:15][CH2:14]1)C1C=CC=CC=1.[OH-].[Na+], predict the reaction product. The product is: [C:37]([C:35]1[CH:34]=[CH:33][C:32]([O:39][CH3:40])=[C:31](/[CH:30]=[CH:29]/[C:28]([NH:27][C@@H:11]([CH2:12][N:13]2[CH2:18][CH2:17][CH:16]([O:19][C:20]3[CH:25]=[CH:24][C:23]([F:26])=[CH:22][CH:21]=3)[CH2:15][CH2:14]2)[CH2:10][C:9]([OH:42])=[O:8])=[O:41])[CH:36]=1)#[N:38].